This data is from Forward reaction prediction with 1.9M reactions from USPTO patents (1976-2016). The task is: Predict the product of the given reaction. (1) Given the reactants [CH:1]12[O:7][CH:2]1[CH2:3][CH2:4][CH2:5][CH2:6]2.[C:8]1([N:14]2[C:18]3([CH2:23][CH2:22][NH:21][CH2:20][CH2:19]3)[C:17](=[O:24])[NH:16][CH2:15]2)[CH:13]=[CH:12][CH:11]=[CH:10][CH:9]=1, predict the reaction product. The product is: [OH:7][CH:1]1[CH2:6][CH2:5][CH2:4][CH2:3][CH:2]1[N:21]1[CH2:20][CH2:19][C:18]2([N:14]([C:8]3[CH:13]=[CH:12][CH:11]=[CH:10][CH:9]=3)[CH2:15][NH:16][C:17]2=[O:24])[CH2:23][CH2:22]1. (2) Given the reactants [NH2:1][CH2:2][C:3]1[C:11]2[S:10](=[O:13])(=[O:12])[N:9]=[C:8]([C:14]3[C:15](=[O:32])[C@@:16]([CH2:26][CH2:27][C:28]([CH3:31])([CH3:30])[CH3:29])([CH3:25])[C:17]4[C:22]([C:23]=3[OH:24])=[CH:21][CH:20]=[CH:19][CH:18]=4)[NH:7][C:6]=2[S:5][CH:4]=1.C(N(CC)CC)C.[Cl:40][CH2:41][CH2:42][CH2:43][S:44](Cl)(=[O:46])=[O:45], predict the reaction product. The product is: [Cl:40][CH2:41][CH2:42][CH2:43][S:44]([NH:1][CH2:2][C:3]1[C:11]2[S:10](=[O:13])(=[O:12])[N:9]=[C:8]([C:14]3[C:15](=[O:32])[C@@:16]([CH2:26][CH2:27][C:28]([CH3:31])([CH3:30])[CH3:29])([CH3:25])[C:17]4[C:22](=[CH:21][CH:20]=[CH:19][CH:18]=4)[C:23]=3[OH:24])[NH:7][C:6]=2[S:5][CH:4]=1)(=[O:46])=[O:45]. (3) The product is: [CH2:52]([N:29]([CH2:27][CH3:28])[C:30](=[O:51])[C:31]1[CH:32]=[CH:33][C:34]([N:37]([CH2:44][C:45]2[CH:46]=[CH:47][CH:48]=[CH:49][CH:50]=2)[CH:38]2[CH2:43][CH2:42][N:41]([CH:5]([CH3:6])[CH3:4])[CH2:40][CH2:39]2)=[CH:35][CH:36]=1)[CH3:53]. Given the reactants C(N(CC)[C:4](=O)[C:5]1C=CC(N(C2C=CC=CC=2)C2CCNCC2)=C[CH:6]=1)C.[CH2:27]([N:29]([CH2:52][CH3:53])[C:30](=[O:51])[C:31]1[CH:36]=[CH:35][C:34]([N:37]([CH2:44][C:45]2[CH:50]=[CH:49][CH:48]=[CH:47][CH:46]=2)[CH:38]2[CH2:43][CH2:42][NH:41][CH2:40][CH2:39]2)=[CH:33][CH:32]=1)[CH3:28].CC(C)=O.C(O)(=O)C.C(O[BH-](OC(=O)C)OC(=O)C)(=O)C.[Na+].[OH-].[Na+], predict the reaction product. (4) The product is: [C:18]([CH2:17][C@H:16]([NH:23][C:24](=[O:30])[CH2:25][CH2:26][C:27]([OH:29])=[O:28])[CH2:15][C:12]1[CH:13]=[CH:14][C:9]([C:3]2[CH:2]=[CH:7][CH:6]=[C:5]([Cl:8])[CH:4]=2)=[CH:10][CH:11]=1)([OH:20])=[O:19]. Given the reactants Cl[C:2]1[CH:7]=[CH:6][C:5]([Cl:8])=[CH:4][C:3]=1[C:9]1[CH:14]=[CH:13][C:12]([CH2:15][C@@H:16]([NH:23][C:24](=[O:30])[CH2:25][CH2:26][C:27]([OH:29])=[O:28])[CH2:17][C:18]([O:20]CC)=[O:19])=[CH:11][CH:10]=1.[OH-].[Na+], predict the reaction product. (5) The product is: [CH2:34]([O:35][C:2]1[CH:11]=[C:10]2[C:5]([C:6]([NH:12][C:13]3[CH:14]=[C:15]4[C:19](=[CH:20][CH:21]=3)[N:18]([CH2:22][C:23]3[CH:28]=[CH:27][CH:26]=[C:25]([F:29])[CH:24]=3)[N:17]=[CH:16]4)=[N:7][CH:8]=[N:9]2)=[CH:4][C:3]=1[N+:30]([O-:32])=[O:31])[CH3:33]. Given the reactants F[C:2]1[CH:11]=[C:10]2[C:5]([C:6]([NH:12][C:13]3[CH:14]=[C:15]4[C:19](=[CH:20][CH:21]=3)[N:18]([CH2:22][C:23]3[CH:28]=[CH:27][CH:26]=[C:25]([F:29])[CH:24]=3)[N:17]=[CH:16]4)=[N:7][CH:8]=[N:9]2)=[CH:4][C:3]=1[N+:30]([O-:32])=[O:31].[CH3:33][CH2:34][O-:35].[Na+].O, predict the reaction product.